From a dataset of M1 muscarinic receptor agonist screen with 61,833 compounds. Binary Classification. Given a drug SMILES string, predict its activity (active/inactive) in a high-throughput screening assay against a specified biological target. (1) The result is 1 (active). The compound is NC=1C(C(C2CN(CC=C2C1C#N)C)CCc1ccccc1)(C#N)C#N. (2) The drug is s1c(CN(C2CC(OCC2)(C)C)C(=O)C)ccc1. The result is 0 (inactive). (3) The drug is OC(=O)C12C3(C1CCCC23)c1ccccc1. The result is 0 (inactive). (4) The drug is O=C(NC1CCCCC1)CCc1onc(n1)c1cc(OC)ccc1. The result is 0 (inactive). (5) The molecule is s1c(c2n(CC=C)c(SC\C=C\c3ccccc3)nn2)c(nc1N)C. The result is 0 (inactive).